From a dataset of Full USPTO retrosynthesis dataset with 1.9M reactions from patents (1976-2016). Predict the reactants needed to synthesize the given product. (1) Given the product [CH:1]1([C:6]2[CH:7]=[C:8]([NH:18][C:19](=[O:26])[C:20]3[CH:25]=[CH:24][CH:23]=[CH:22][CH:21]=3)[CH:9]=[N:10][C:11]=2[O:12][CH2:13][C:14]([F:15])([F:16])[F:17])[CH2:2][CH2:3][CH2:4][CH2:5]1, predict the reactants needed to synthesize it. The reactants are: [CH:1]1([C:6]2[CH:7]=[C:8]([NH2:18])[CH:9]=[N:10][C:11]=2[O:12][CH2:13][C:14]([F:17])([F:16])[F:15])[CH2:5][CH2:4][CH2:3][CH2:2]1.[C:19](O)(=[O:26])[C:20]1[CH:25]=[CH:24][CH:23]=[CH:22][CH:21]=1. (2) Given the product [O:9]1[C:6]2[CH:5]=[CH:4][CH:3]=[CH:8][C:7]=2[CH:12]=[CH:11][NH:10]1, predict the reactants needed to synthesize it. The reactants are: CO[C:3]1[CH:8]=[CH:7][C:6]([OH:9])=[CH:5][CH:4]=1.[NH2:10][CH2:11][CH2:12]CO.C=O.C(N(CC)CC)C.C(Cl)(=O)C=C. (3) The reactants are: [CH3:1][C:2]1([CH3:22])[O:6][C@H:5]([C@@H:7]([NH:11]C(=O)OCC2C=CC=CC=2)[CH2:8][S:9][CH3:10])[CH2:4][O:3]1. Given the product [CH3:1][C:2]1([CH3:22])[O:6][C@H:5]([C@@H:7]([NH2:11])[CH2:8][S:9][CH3:10])[CH2:4][O:3]1, predict the reactants needed to synthesize it. (4) Given the product [CH3:1][O:2][C@@H:3]1[C@H:10]([O:11][CH2:29][CH2:28][P:27](=[O:36])([C:21]2[CH:26]=[CH:25][CH:24]=[CH:23][CH:22]=2)[C:30]2[CH:35]=[CH:34][CH:33]=[CH:32][CH:31]=2)[CH2:9][CH2:8][C@@:5]2([O:7][CH2:6]2)[C@H:4]1[C@:12]1([CH3:20])[C@@H:14]([CH2:15][CH:16]=[C:17]([CH3:19])[CH3:18])[O:13]1, predict the reactants needed to synthesize it. The reactants are: [CH3:1][O:2][C@@H:3]1[C@H:10]([OH:11])[CH2:9][CH2:8][C@@:5]2([O:7][CH2:6]2)[C@H:4]1[C@:12]1([CH3:20])[C@@H:14]([CH2:15][CH:16]=[C:17]([CH3:19])[CH3:18])[O:13]1.[C:21]1([P:27](=[O:36])([C:30]2[CH:35]=[CH:34][CH:33]=[CH:32][CH:31]=2)[CH:28]=[CH2:29])[CH:26]=[CH:25][CH:24]=[CH:23][CH:22]=1.[OH-].[K+].CCOCC. (5) Given the product [NH2:18][CH2:17][C:8]1[C:9](=[O:16])[NH:10][C:11]([CH2:13][CH2:14][CH3:15])=[CH:12][C:7]=1[CH3:6], predict the reactants needed to synthesize it. The reactants are: C([O-])(=O)C.[Na+].[CH3:6][C:7]1[CH:12]=[C:11]([CH2:13][CH2:14][CH3:15])[NH:10][C:9](=[O:16])[C:8]=1[C:17]#[N:18]. (6) Given the product [N+:16]([C:10]1[C:9]([N:1]2[CH2:5][CH2:4][CH2:3][CH2:2]2)=[N:8][CH:7]=[C:12]([N+:13]([O-:15])=[O:14])[CH:11]=1)([O-:18])=[O:17], predict the reactants needed to synthesize it. The reactants are: [NH:1]1[CH2:5][CH2:4][CH2:3][CH2:2]1.Cl[C:7]1[C:12]([N+:13]([O-:15])=[O:14])=[CH:11][C:10]([N+:16]([O-:18])=[O:17])=[CH:9][N:8]=1. (7) Given the product [Cl:1][C:2]1[C:3]([C:13]2[CH:18]=[CH:17][CH:16]=[CH:15][C:14]=2[C:19]([F:20])([F:21])[F:22])=[CH:4][C:5]([O:11][CH3:12])=[C:6]([C:8]([N:33]2[C:34]3[CH:40]=[CH:39][CH:38]=[CH:37][C:35]=3[CH2:36][N:30]3[CH:29]=[CH:28][CH:27]=[C:31]3[CH2:32]2)=[O:10])[CH:7]=1, predict the reactants needed to synthesize it. The reactants are: [Cl:1][C:2]1[CH:7]=[C:6]([C:8]([OH:10])=O)[C:5]([O:11][CH3:12])=[CH:4][C:3]=1[C:13]1[CH:18]=[CH:17][CH:16]=[CH:15][C:14]=1[C:19]([F:22])([F:21])[F:20].S(Cl)(Cl)=O.[CH:27]1[CH:28]=[CH:29][N:30]2[CH2:36][C:35]3[CH:37]=[CH:38][CH:39]=[CH:40][C:34]=3[NH:33][CH2:32][C:31]=12.C(N(CC)CC)C. (8) Given the product [Cl:3][C:4]1[CH:5]=[C:6]([CH:10]([OH:31])[CH:11]([CH2:17][C:18]2[CH:19]=[CH:20][C:21]([C:24]([F:30])([F:29])[C:25]([CH3:26])([CH3:28])[CH3:27])=[CH:22][CH:23]=2)[C:12]([O:14][CH2:15][CH3:16])=[O:13])[CH:7]=[CH:8][CH:9]=1, predict the reactants needed to synthesize it. The reactants are: [BH4-].[Na+].[Cl:3][C:4]1[CH:5]=[C:6]([C:10](=[O:31])[CH:11]([CH2:17][C:18]2[CH:23]=[CH:22][C:21]([C:24]([F:30])([F:29])[C:25]([CH3:28])([CH3:27])[CH3:26])=[CH:20][CH:19]=2)[C:12]([O:14][CH2:15][CH3:16])=[O:13])[CH:7]=[CH:8][CH:9]=1. (9) Given the product [C:15]([O:14][C:13]([N:12]([CH2:11][C:9]1[CH:8]=[CH:7][C:6]2[O:1][CH2:2][CH2:3][O:4][C:5]=2[CH:10]=1)[CH:20]1[CH2:25][CH2:24][N:23]([CH2:26][CH2:27][N:28]2[C:37]3[C:32](=[C:33]([O:38][CH2:47][C:48]([O:50][CH2:51][CH3:52])=[O:49])[CH:34]=[CH:35][CH:36]=3)[CH:31]=[CH:30][C:29]2=[O:39])[CH2:22][CH2:21]1)=[O:19])([CH3:18])([CH3:17])[CH3:16], predict the reactants needed to synthesize it. The reactants are: [O:1]1[C:6]2[CH:7]=[CH:8][C:9]([CH2:11][N:12]([CH:20]3[CH2:25][CH2:24][N:23]([CH2:26][CH2:27][N:28]4[C:37]5[C:32](=[C:33]([OH:38])[CH:34]=[CH:35][CH:36]=5)[CH:31]=[CH:30][C:29]4=[O:39])[CH2:22][CH2:21]3)[C:13](=[O:19])[O:14][C:15]([CH3:18])([CH3:17])[CH3:16])=[CH:10][C:5]=2[O:4][CH2:3][CH2:2]1.C(=O)([O-])[O-].[K+].[K+].Br[CH2:47][C:48]([O:50][CH2:51][CH3:52])=[O:49].Cl.